This data is from hERG Central: cardiac toxicity at 1µM, 10µM, and general inhibition. The task is: Predict hERG channel inhibition at various concentrations. (1) The compound is O=C(O)C(=O)O.O=C(c1ccccc1)c1ccc(OCC(O)CNCc2cccc(Cl)c2)cc1. Results: hERG_inhib (hERG inhibition (general)): blocker. (2) The compound is Cc1nc(Nc2ccc(C(=O)O)cc2)sc1-c1ccccc1. Results: hERG_inhib (hERG inhibition (general)): blocker. (3) The drug is O=C(c1ccc(Cl)c(S(=O)(=O)N2CCCCC2)c1)N1CCN(Cc2ccccc2)CC1. Results: hERG_inhib (hERG inhibition (general)): blocker.